From a dataset of Ames mutagenicity test results for genotoxicity prediction. Regression/Classification. Given a drug SMILES string, predict its toxicity properties. Task type varies by dataset: regression for continuous values (e.g., LD50, hERG inhibition percentage) or binary classification for toxic/non-toxic outcomes (e.g., AMES mutagenicity, cardiotoxicity, hepatotoxicity). Dataset: ames. (1) The molecule is CCCCOCN(C(=O)CCl)c1c(CC)cccc1CC. The result is 1 (mutagenic). (2) The compound is Cc1cnc(C)cn1. The result is 0 (non-mutagenic). (3) The drug is O=[N+]([O-])c1cc2cccc3c4c(c5cccc1c5c23)CCCC4. The result is 1 (mutagenic). (4) The drug is O=c1n(CCO)c(=O)n(CCO)c(=O)n1CCO. The result is 0 (non-mutagenic). (5) The compound is CC(CN=[N+]=[N-])c1ccccc1. The result is 1 (mutagenic). (6) The molecule is O=[N+]([O-])c1ccc2c(c1)cc([N+](=O)[O-])c1ccccc12. The result is 1 (mutagenic).